From a dataset of Forward reaction prediction with 1.9M reactions from USPTO patents (1976-2016). Predict the product of the given reaction. (1) Given the reactants [CH2:1]([O:3][C:4]1[N:9]=[C:8]([O:10][CH2:11][CH3:12])[N:7]=[C:6]([CH:13]2[C:21]3[C:16](=[C:17]([F:22])[CH:18]=[CH:19][CH:20]=3)[NH:15][C:14]2=[O:23])[N:5]=1)[CH3:2].CN1C=CN=C1.[F:30][CH:31]([F:36])[S:32](Cl)(=[O:34])=[O:33].Cl, predict the reaction product. The product is: [CH2:11]([O:10][C:8]1[N:9]=[C:4]([O:3][CH2:1][CH3:2])[N:5]=[C:6]([CH:13]2[C:21]3[C:16](=[C:17]([F:22])[CH:18]=[CH:19][CH:20]=3)[N:15]([S:32]([CH:31]([F:36])[F:30])(=[O:34])=[O:33])[C:14]2=[O:23])[N:7]=1)[CH3:12]. (2) The product is: [Cl:35][C:36]1[CH:37]=[C:38]([C:30]2[C:4]([O:3][CH2:1][CH3:2])=[CH:5][C:6]([CH2:7][N:8]3[CH2:11][C:10]4([CH2:15][C:14]([N:16]5[CH2:21][CH2:20][C:19]([CH3:27])([C:22]([OH:24])=[O:23])[CH2:18][CH2:17]5)=[N:13][O:12]4)[CH2:9]3)=[CH:28][C:29]=2[O:32][CH2:33][CH3:34])[CH:39]=[C:40]([Cl:42])[CH:41]=1. Given the reactants [CH2:1]([O:3][C:4]1[CH:5]=[C:6]([CH:28]=[C:29]([O:32][CH2:33][CH3:34])[C:30]=1I)[CH2:7][N:8]1[CH2:11][C:10]2([CH2:15][C:14]([N:16]3[CH2:21][CH2:20][C:19]([CH3:27])([C:22]([O:24]CC)=[O:23])[CH2:18][CH2:17]3)=[N:13][O:12]2)[CH2:9]1)[CH3:2].[Cl:35][C:36]1[CH:37]=[C:38](B(O)O)[CH:39]=[C:40]([Cl:42])[CH:41]=1, predict the reaction product.